From a dataset of Catalyst prediction with 721,799 reactions and 888 catalyst types from USPTO. Predict which catalyst facilitates the given reaction. (1) Reactant: [F-].C([N+](CCCC)(CCCC)CCCC)CCC.[C:19]([Si:23]([CH3:40])([CH3:39])[O:24][C:25]1[CH:30]=[CH:29][C:28]([C:31]([OH:36])(CC)CC)=[CH:27][C:26]=1[O:37][CH3:38])([CH3:22])([CH3:21])[CH3:20].[O:41]1CCC[CH2:42]1. Product: [CH3:42][O:41][C:31](=[O:36])[C:28]1[CH:29]=[CH:30][C:25]([O:24][Si:23]([C:19]([CH3:20])([CH3:21])[CH3:22])([CH3:39])[CH3:40])=[C:26]([O:37][CH3:38])[CH:27]=1. The catalyst class is: 13. (2) Reactant: [F:1][C:2]([F:23])([CH2:15][O:16][C:17]1[CH:22]=[CH:21][CH:20]=[CH:19][CH:18]=1)[CH2:3][CH2:4][C@@H:5]1[C@@H:12]2[C@@H:8]([O:9][C:10](=[O:13])[CH2:11]2)[CH2:7][C@H:6]1[OH:14].[O:24]1[CH:29]=[CH:28][CH2:27][CH2:26][CH2:25]1.C1(C)C=CC(S(O)(=O)=O)=CC=1. Product: [F:23][C:2]([F:1])([CH2:15][O:16][C:17]1[CH:18]=[CH:19][CH:20]=[CH:21][CH:22]=1)[CH2:3][CH2:4][C@@H:5]1[C@@H:12]2[C@@H:8]([O:9][C:10](=[O:13])[CH2:11]2)[CH2:7][C@H:6]1[O:14][CH:25]1[CH2:26][CH2:27][CH2:28][CH2:29][O:24]1. The catalyst class is: 448.